Task: Predict which catalyst facilitates the given reaction.. Dataset: Catalyst prediction with 721,799 reactions and 888 catalyst types from USPTO (1) Reactant: C(O[Na])C.[OH:5][C:6]1[CH:7]=[C:8]([CH:11]=[CH:12][CH:13]=1)[CH:9]=[O:10].Br[C:15]([CH3:22])([CH3:21])[C:16]([O:18][CH2:19][CH3:20])=[O:17]. Product: [CH:9]([C:8]1[CH:7]=[C:6]([CH:13]=[CH:12][CH:11]=1)[O:5][C:15]([CH3:22])([CH3:21])[C:16]([O:18][CH2:19][CH3:20])=[O:17])=[O:10]. The catalyst class is: 8. (2) Reactant: [CH2:1]([N:8]1[CH:13]=[CH:12][C:11]([OH:14])=[CH:10][C:9]1=[O:15])[C:2]1[CH:7]=[CH:6][CH:5]=[CH:4][CH:3]=1.C1C(=O)N([Br:23])C(=O)C1. Product: [CH2:1]([N:8]1[CH:13]=[CH:12][C:11]([OH:14])=[C:10]([Br:23])[C:9]1=[O:15])[C:2]1[CH:3]=[CH:4][CH:5]=[CH:6][CH:7]=1. The catalyst class is: 4. (3) Reactant: [Cl:1][C:2]1[C:10]2[N:9]=[C:8]3[N:11]([C:16]4[CH:21]=[CH:20][C:19]([O:22][CH3:23])=[CH:18][C:17]=4[Cl:24])[CH2:12][CH2:13][CH2:14][CH2:15][N:7]3[C:6]=2[C:5]([CH:25]([OH:28])[CH2:26][CH3:27])=[CH:4][CH:3]=1.[C:29](OC(=O)C)(=[O:31])[CH3:30]. Product: [C:29]([O:28][CH:25]([C:5]1[C:6]2[N:7]3[CH2:15][CH2:14][CH2:13][CH2:12][N:11]([C:16]4[CH:21]=[CH:20][C:19]([O:22][CH3:23])=[CH:18][C:17]=4[Cl:24])[C:8]3=[N:9][C:10]=2[C:2]([Cl:1])=[CH:3][CH:4]=1)[CH2:26][CH3:27])(=[O:31])[CH3:30]. The catalyst class is: 17. (4) Reactant: Cl[C:2]1[S:3][C:4]2[CH:10]=[CH:9][CH:8]=[CH:7][C:5]=2[N:6]=1.[NH2:11][C:12]1[CH:17]=[CH:16][C:15]([OH:18])=[CH:14][CH:13]=1. Product: [S:3]1[C:4]2[CH:10]=[CH:9][CH:8]=[CH:7][C:5]=2[N:6]=[C:2]1[NH:11][C:12]1[CH:17]=[CH:16][C:15]([OH:18])=[CH:14][CH:13]=1. The catalyst class is: 60. (5) Reactant: [CH3:1][N:2]([C:15]1[CH:20]=[CH:19][C:18]([N+:21]([O-:23])=[O:22])=[CH:17][CH:16]=1)[C@H:3]1[CH2:7][CH2:6][N:5](C(OC(C)(C)C)=O)[CH2:4]1.C(O)(C(F)(F)F)=O. Product: [CH3:1][N:2]([C:15]1[CH:20]=[CH:19][C:18]([N+:21]([O-:23])=[O:22])=[CH:17][CH:16]=1)[C@H:3]1[CH2:7][CH2:6][NH:5][CH2:4]1. The catalyst class is: 2.